This data is from Catalyst prediction with 721,799 reactions and 888 catalyst types from USPTO. The task is: Predict which catalyst facilitates the given reaction. (1) The catalyst class is: 239. Product: [N:16]12[CH2:21][CH2:20][CH:19]([CH2:22][CH2:23]1)[CH:18]([CH2:24][C:25]([O:1][C:2]1[C:3]([F:14])=[C:4]([F:13])[C:5]([C:6]([OH:8])=[O:7])=[C:9]([F:12])[C:10]=1[F:11])=[O:26])[CH2:17]2. Reactant: [OH:1][C:2]1[C:10]([F:11])=[C:9]([F:12])[C:5]([C:6]([OH:8])=[O:7])=[C:4]([F:13])[C:3]=1[F:14].Cl.[N:16]12[CH2:23][CH2:22][CH:19]([CH2:20][CH2:21]1)[CH:18]([CH2:24][C:25](O)=[O:26])[CH2:17]2.C(N=C=NC(C)C)(C)C. (2) Reactant: [CH3:1][O:2][CH2:3][CH2:4][CH2:5][CH2:6][C:7]1[N:11]([C:12]2[CH:17]=[CH:16][CH:15]=[CH:14][CH:13]=2)[C:10](=[O:18])[NH:9][C:8]=1[C:19]([O:21][CH3:22])=[O:20].F[B-](F)(F)F.C[O+](C)C.C(=O)([O-])O.[Na+].[C:37](#N)[CH3:38]. Product: [CH2:37]([O:18][C:10]1[N:11]([C:12]2[CH:17]=[CH:16][CH:15]=[CH:14][CH:13]=2)[C:7]([CH2:6][CH2:5][CH2:4][CH2:3][O:2][CH3:1])=[C:8]([C:19]([O:21][CH3:22])=[O:20])[N:9]=1)[CH3:38]. The catalyst class is: 4. (3) Reactant: [NH2:1][C:2]1[C:11]2[N:10]=[CH:9][C:8]([CH2:12][CH2:13][C:14]3[CH:19]=[CH:18][CH:17]=[CH:16][CH:15]=3)=[CH:7][C:6]=2[C:5]2[CH:20]=[CH:21][C:22]([C:24](OC)=[O:25])=[CH:23][C:4]=2[N:3]=1. Product: [NH2:1][C:2]1[C:11]2[N:10]=[CH:9][C:8]([CH2:12][CH2:13][C:14]3[CH:19]=[CH:18][CH:17]=[CH:16][CH:15]=3)=[CH:7][C:6]=2[C:5]2[CH:20]=[CH:21][C:22]([CH2:24][OH:25])=[CH:23][C:4]=2[N:3]=1. The catalyst class is: 1. (4) Reactant: [C:1]([N:5]1[CH:9]=[C:8]([NH:10][C:11]([NH:13][C:14]2[CH:19]=[C:18]([C:20]3[C:31](=[O:32])[N:30]([CH3:33])[C:23]4[N:24]=[C:25](NC)[N:26]=[CH:27][C:22]=4[CH:21]=3)[C:17]([CH3:34])=[CH:16][C:15]=2[F:35])=[O:12])[CH:7]=[N:6]1)([CH3:4])([CH3:3])[CH3:2].[C:36]1([C@H:42]([NH2:44])[CH3:43])[CH:41]=[CH:40][CH:39]=[CH:38][CH:37]=1. Product: [C:1]([N:5]1[CH:9]=[C:8]([NH:10][C:11]([NH:13][C:14]2[CH:19]=[C:18]([C:20]3[C:31](=[O:32])[N:30]([CH3:33])[C:23]4[N:24]=[C:25]([NH:44][C@@H:42]([C:36]5[CH:41]=[CH:40][CH:39]=[CH:38][CH:37]=5)[CH3:43])[N:26]=[CH:27][C:22]=4[CH:21]=3)[C:17]([CH3:34])=[CH:16][C:15]=2[F:35])=[O:12])[CH:7]=[N:6]1)([CH3:4])([CH3:3])[CH3:2]. The catalyst class is: 1. (5) Reactant: [OH:1][C:2]1[CH:7]=[CH:6][C:5]([C:8](=[O:10])[CH3:9])=[C:4]([C:11]([F:14])([F:13])[F:12])[CH:3]=1.CCN(CC)CC.[CH3:22][S:23](Cl)(=[O:25])=[O:24]. Product: [C:8]([C:5]1[CH:6]=[CH:7][C:2]([O:1][S:23]([CH3:22])(=[O:25])=[O:24])=[CH:3][C:4]=1[C:11]([F:12])([F:13])[F:14])(=[O:10])[CH3:9]. The catalyst class is: 168.